This data is from Catalyst prediction with 721,799 reactions and 888 catalyst types from USPTO. The task is: Predict which catalyst facilitates the given reaction. Reactant: [C:1]([O:9][CH2:10][CH:11]1[CH2:13][O:12]1)(=[O:8])[C:2]1[CH:7]=[CH:6][CH:5]=[CH:4][CH:3]=1.[OH:14][C:15]1[CH:16]=[C:17]([CH2:22][C@H:23]([NH:27][C:28]([O:30][C:31]([CH3:34])([CH3:33])[CH3:32])=[O:29])[C:24]([OH:26])=[O:25])[CH:18]=[CH:19][C:20]=1[OH:21]. Product: [OH:14][C:15]1[CH:16]=[C:17]([CH2:22][C@H:23]([NH:27][C:28]([O:30][C:31]([CH3:34])([CH3:33])[CH3:32])=[O:29])[C:24]([O:26][CH2:13][CH:11]([OH:12])[CH2:10][O:9][C:1]([C:2]2[CH:7]=[CH:6][CH:5]=[CH:4][CH:3]=2)=[O:8])=[O:25])[CH:18]=[CH:19][C:20]=1[OH:21]. The catalyst class is: 596.